This data is from NCI-60 drug combinations with 297,098 pairs across 59 cell lines. The task is: Regression. Given two drug SMILES strings and cell line genomic features, predict the synergy score measuring deviation from expected non-interaction effect. (1) Cell line: HCC-2998. Drug 1: C1CCN(CC1)CCOC2=CC=C(C=C2)C(=O)C3=C(SC4=C3C=CC(=C4)O)C5=CC=C(C=C5)O. Drug 2: CC1=C(C=C(C=C1)C(=O)NC2=CC(=CC(=C2)C(F)(F)F)N3C=C(N=C3)C)NC4=NC=CC(=N4)C5=CN=CC=C5. Synergy scores: CSS=-5.43, Synergy_ZIP=5.03, Synergy_Bliss=-1.64, Synergy_Loewe=-8.78, Synergy_HSA=-10.1. (2) Drug 1: CCC1(CC2CC(C3=C(CCN(C2)C1)C4=CC=CC=C4N3)(C5=C(C=C6C(=C5)C78CCN9C7C(C=CC9)(C(C(C8N6C=O)(C(=O)OC)O)OC(=O)C)CC)OC)C(=O)OC)O.OS(=O)(=O)O. Drug 2: CC1CCCC2(C(O2)CC(NC(=O)CC(C(C(=O)C(C1O)C)(C)C)O)C(=CC3=CSC(=N3)C)C)C. Cell line: NCI-H226. Synergy scores: CSS=31.8, Synergy_ZIP=0.784, Synergy_Bliss=1.23, Synergy_Loewe=-7.47, Synergy_HSA=0.591. (3) Drug 1: CC12CCC(CC1=CCC3C2CCC4(C3CC=C4C5=CN=CC=C5)C)O. Drug 2: C1CCC(CC1)NC(=O)N(CCCl)N=O. Cell line: UO-31. Synergy scores: CSS=17.4, Synergy_ZIP=-0.914, Synergy_Bliss=4.75, Synergy_Loewe=5.93, Synergy_HSA=6.66.